Task: Predict which catalyst facilitates the given reaction.. Dataset: Catalyst prediction with 721,799 reactions and 888 catalyst types from USPTO (1) Reactant: [CH2:1]([O:8][C:9]1[CH:14]=[CH:13][C:12]([C:15]2[N:19]([CH:20]3[CH2:25][CH2:24][CH2:23][CH2:22][CH2:21]3)[N:18]=[C:17]([CH2:26][CH2:27][C:28]([O:30]C)=[O:29])[CH:16]=2)=[CH:11][CH:10]=1)[C:2]1[CH:7]=[CH:6][CH:5]=[CH:4][CH:3]=1.[Li+].[OH-]. Product: [CH2:1]([O:8][C:9]1[CH:10]=[CH:11][C:12]([C:15]2[N:19]([CH:20]3[CH2:25][CH2:24][CH2:23][CH2:22][CH2:21]3)[N:18]=[C:17]([CH2:26][CH2:27][C:28]([OH:30])=[O:29])[CH:16]=2)=[CH:13][CH:14]=1)[C:2]1[CH:3]=[CH:4][CH:5]=[CH:6][CH:7]=1. The catalyst class is: 92. (2) Reactant: [CH3:1][O:2][C:3]1[C:4](=[O:40])[C:5]([CH3:39])=[C:6]([CH2:12][C:13]2[CH:14]=[CH:15][C:16]([O:35]C(=O)C)=[C:17]([CH:34]=2)[C:18]([NH:20][C:21]2[CH:26]=[CH:25][C:24]([S:27]([C:30]([F:33])([F:32])[F:31])(=[O:29])=[O:28])=[CH:23][CH:22]=2)=[O:19])[C:7](=[O:11])[C:8]=1[O:9][CH3:10].C(=O)([O-])O.[Na+]. Product: [CH3:1][O:2][C:3]1[C:4](=[O:40])[C:5]([CH3:39])=[C:6]([CH2:12][C:13]2[CH:14]=[CH:15][C:16]([OH:35])=[C:17]([CH:34]=2)[C:18]([NH:20][C:21]2[CH:22]=[CH:23][C:24]([S:27]([C:30]([F:31])([F:32])[F:33])(=[O:28])=[O:29])=[CH:25][CH:26]=2)=[O:19])[C:7](=[O:11])[C:8]=1[O:9][CH3:10]. The catalyst class is: 24.